Dataset: Full USPTO retrosynthesis dataset with 1.9M reactions from patents (1976-2016). Task: Predict the reactants needed to synthesize the given product. (1) Given the product [CH2:35]1[O:51][C:50]2[C:37](=[CH:38][C:39]3[CH:40]=[C:41]([CH2:60][NH:62][CH2:63][CH2:64][CH2:65][CH2:66][CH2:67][C:68]([OH:70])=[O:69])[C:42]4[C:47]([C:48]=3[CH:49]=2)=[CH:46][C:45]([O:52][CH2:53][C:54]2[CH:59]=[CH:58][CH:57]=[CH:56][CH:55]=2)=[CH:44][CH:43]=4)[O:36]1, predict the reactants needed to synthesize it. The reactants are: C1OC2C(=CC3C=C(CNC(C)CCCCO)C4C(C=3C=2)=CC(OCC2C=CC=CC=2)=CC=4)O1.[CH2:35]1[O:51][C:50]2[C:37](=[CH:38][C:39]3[CH:40]=[C:41]([C:60]([NH:62][CH2:63][CH2:64][CH2:65][CH2:66][CH2:67][C:68]([O:70]C)=[O:69])=O)[C:42]4[C:47]([C:48]=3[CH:49]=2)=[CH:46][C:45]([O:52][CH2:53][C:54]2[CH:59]=[CH:58][CH:57]=[CH:56][CH:55]=2)=[CH:44][CH:43]=4)[O:36]1.N. (2) Given the product [N:25]([CH:7]([CH:8]([F:10])[F:9])[CH2:11][NH:12][C:13](=[O:14])[O:15][CH2:16][C:17]1[CH:22]=[CH:21][CH:20]=[CH:19][CH:18]=1)=[N+:26]=[N-:27], predict the reactants needed to synthesize it. The reactants are: FC(F)(F)S(O[CH:7]([CH2:11][NH:12][C:13]([O:15][CH2:16][C:17]1[CH:22]=[CH:21][CH:20]=[CH:19][CH:18]=1)=[O:14])[CH:8]([F:10])[F:9])(=O)=O.[N-:25]=[N+:26]=[N-:27].[Na+]. (3) Given the product [CH2:9]([O:8][C:6]1[CH:7]=[C:2]([O:27][C:21]2[CH:22]=[C:23]([F:26])[CH:24]=[CH:25][C:20]=2[Cl:19])[N:3]=[CH:4][N:5]=1)[C:10]#[C:11][CH3:12], predict the reactants needed to synthesize it. The reactants are: Cl[C:2]1[CH:7]=[C:6]([O:8][CH2:9][C:10]#[C:11][CH3:12])[N:5]=[CH:4][N:3]=1.C(=O)([O-])[O-].[K+].[K+].[Cl:19][C:20]1[CH:25]=[CH:24][C:23]([F:26])=[CH:22][C:21]=1[OH:27].[Cl-].[NH4+]. (4) Given the product [C:17]1(=[O:35])[N:18]([C:19]2[N:24]=[C:23]([NH:25][C:26](=[O:34])[C:27]3[CH:32]=[CH:31][CH:30]=[CH:29][C:28]=3[NH:33][C:9](=[O:10])[C:8]3[CH:12]=[CH:13][C:5]([C:1]([CH3:4])([CH3:3])[CH3:2])=[CH:6][CH:7]=3)[CH:22]=[CH:21][CH:20]=2)[C:14](=[O:40])[C:15]2=[CH:39][CH:38]=[CH:37][CH:36]=[C:16]12, predict the reactants needed to synthesize it. The reactants are: [C:1]([C:5]1[CH:13]=[CH:12][C:8]([C:9](Cl)=[O:10])=[CH:7][CH:6]=1)([CH3:4])([CH3:3])[CH3:2].[C:14]1(=[O:40])[N:18]([C:19]2[N:24]=[C:23]([NH:25][C:26](=[O:34])[C:27]3[CH:32]=[CH:31][CH:30]=[CH:29][C:28]=3[NH2:33])[CH:22]=[CH:21][CH:20]=2)[C:17](=[O:35])[C:16]2=[CH:36][CH:37]=[CH:38][CH:39]=[C:15]12. (5) The reactants are: [C:1]([O:5][C:6](=[O:26])[NH:7][C@H:8]([C:16]1[NH:20][C:19]2[CH:21]=[CH:22][C:23](I)=[CH:24][C:18]=2[N:17]=1)[CH2:9][C:10]1[CH:15]=[CH:14][CH:13]=[CH:12][CH:11]=1)([CH3:4])([CH3:3])[CH3:2].C(N(CC)CC)C.[CH3:34][Si:35]([C:38]#[CH:39])([CH3:37])[CH3:36].O. Given the product [C:1]([O:5][C:6](=[O:26])[NH:7][C@H:8]([C:16]1[NH:17][C:18]2[CH:24]=[C:23]([C:39]#[C:38][Si:35]([CH3:37])([CH3:36])[CH3:34])[CH:22]=[CH:21][C:19]=2[N:20]=1)[CH2:9][C:10]1[CH:15]=[CH:14][CH:13]=[CH:12][CH:11]=1)([CH3:4])([CH3:3])[CH3:2], predict the reactants needed to synthesize it.